From a dataset of Forward reaction prediction with 1.9M reactions from USPTO patents (1976-2016). Predict the product of the given reaction. (1) The product is: [Cl:9][C:7]1[CH:8]=[C:3]([CH2:2][O:18][CH2:19][C:20]2([C:33]3[CH:34]=[CH:35][CH:36]=[CH:37][CH:38]=3)[CH2:25][CH2:24][N:23]([C:26]([O:28][C:29]([CH3:31])([CH3:32])[CH3:30])=[O:27])[CH2:22][CH2:21]2)[CH:4]=[C:5]([C:10]2[CH:15]=[CH:14][C:13]([C:16]#[N:17])=[CH:12][CH:11]=2)[CH:6]=1. Given the reactants Br[CH2:2][C:3]1[CH:4]=[C:5]([C:10]2[CH:15]=[CH:14][C:13]([C:16]#[N:17])=[CH:12][CH:11]=2)[CH:6]=[C:7]([Cl:9])[CH:8]=1.[OH:18][CH2:19][C:20]1([C:33]2[CH:38]=[CH:37][CH:36]=[CH:35][CH:34]=2)[CH2:25][CH2:24][N:23]([C:26]([O:28][C:29]([CH3:32])([CH3:31])[CH3:30])=[O:27])[CH2:22][CH2:21]1.[H-].[Na+], predict the reaction product. (2) Given the reactants [NH2:1][C:2]1[C:15]2[C:6](=[CH:7][C:8]3[C:9]4[C:14]=2[C:13](=[O:16])[N:12]([CH2:17][CH2:18][N:19]([CH3:21])[CH3:20])[C:11](=[O:22])[C:10]=4[CH:23]=[CH:24][CH:25]=3)[CH:5]=[CH:4][CH:3]=1.[F:26][C:27]([F:39])([F:38])[O:28][C:29]1[CH:34]=[CH:33][CH:32]=[CH:31][C:30]=1[N:35]=[C:36]=[S:37], predict the reaction product. The product is: [CH3:21][N:19]([CH3:20])[CH2:18][CH2:17][N:12]1[C:11](=[O:22])[C:10]2[CH:23]=[CH:24][CH:25]=[C:8]3[C:9]=2[C:14](=[C:15]2[C:2]([NH:1][C:36]([NH:35][C:30]4[CH:31]=[CH:32][CH:33]=[CH:34][C:29]=4[O:28][C:27]([F:26])([F:38])[F:39])=[S:37])=[CH:3][CH:4]=[CH:5][C:6]2=[CH:7]3)[C:13]1=[O:16]. (3) Given the reactants [F:1][C:2]1[C:7]([F:8])=[CH:6][CH:5]=[CH:4][C:3]=1[C:9]1[N:17]=[C:12]2[CH:13]=[N:14][NH:15][CH:16]=[C:11]2[N:10]=1.Cl[CH2:19][C:20]1[O:24][N:23]=[C:22]([C:25]2[CH:30]=[CH:29][C:28]([CH2:31][CH2:32][CH3:33])=[CH:27][CH:26]=2)[CH:21]=1, predict the reaction product. The product is: [F:1][C:2]1[C:7]([F:8])=[CH:6][CH:5]=[CH:4][C:3]=1[C:9]1[N:17]=[C:12]2[CH:13]=[N:14][N:15]([CH2:19][C:20]3[O:24][N:23]=[C:22]([C:25]4[CH:30]=[CH:29][C:28]([CH2:31][CH2:32][CH3:33])=[CH:27][CH:26]=4)[CH:21]=3)[CH:16]=[C:11]2[N:10]=1. (4) Given the reactants [Cl:1][C:2]1[CH:3]=[C:4]([C:25]([O:27]CC)=O)[C:5]2[C:6](=O)[CH:7]([C:18]3[N:19]([CH3:23])[CH:20]=[CH:21][N:22]=3)[CH:8]([C:12]3[CH:17]=[CH:16][CH:15]=[CH:14][CH:13]=3)[NH:9][C:10]=2[CH:11]=1.O.[NH2:31][NH2:32], predict the reaction product. The product is: [Cl:1][C:2]1[CH:11]=[C:10]2[NH:9][CH:8]([C:12]3[CH:13]=[CH:14][CH:15]=[CH:16][CH:17]=3)[CH:7]([C:18]3[N:19]([CH3:23])[CH:20]=[CH:21][N:22]=3)[C:6]3=[N:31][NH:32][C:25](=[O:27])[C:4]([CH:3]=1)=[C:5]23. (5) Given the reactants [CH3:1][O:2][C:3]([C:5]1[C:10]([O:11]CC2C=CC=CC=2)=[C:9]([NH:19][C:20](=[O:22])[CH3:21])[CH:8]=[C:7]([C:23]2[O:24][CH:25]=[CH:26][CH:27]=2)[N:6]=1)=[O:4].CO, predict the reaction product. The product is: [CH3:1][O:2][C:3]([C:5]1[C:10]([OH:11])=[C:9]([NH:19][C:20](=[O:22])[CH3:21])[CH:8]=[C:7]([CH:23]2[CH2:27][CH2:26][CH2:25][O:24]2)[N:6]=1)=[O:4]. (6) Given the reactants Br[C:2]1[CH:3]=[C:4]([CH:8]2[N:12]([C:13]3[CH:18]=[CH:17][CH:16]=[CH:15][C:14]=3[Cl:19])[N:11]=[C:10]([C:20]([F:26])([F:25])[C:21]([F:24])([F:23])[F:22])[CH2:9]2)[CH:5]=[CH:6][CH:7]=1.[C:27]([N:34]1[CH2:39][CH2:38][NH:37][CH2:36][CH2:35]1)([O:29][C:30]([CH3:33])([CH3:32])[CH3:31])=[O:28].C1C=CC(P(C2C(C3C(P(C4C=CC=CC=4)C4C=CC=CC=4)=CC=C4C=3C=CC=C4)=C3C(C=CC=C3)=CC=2)C2C=CC=CC=2)=CC=1.CC(C)([O-])C.[Na+], predict the reaction product. The product is: [C:27]([N:34]1[CH2:35][CH2:36][N:37]([C:2]2[CH:3]=[C:4]([CH:8]3[N:12]([C:13]4[CH:18]=[CH:17][CH:16]=[CH:15][C:14]=4[Cl:19])[N:11]=[C:10]([C:20]([F:26])([F:25])[C:21]([F:24])([F:23])[F:22])[CH2:9]3)[CH:5]=[CH:6][CH:7]=2)[CH2:38][CH2:39]1)([O:29][C:30]([CH3:33])([CH3:32])[CH3:31])=[O:28]. (7) Given the reactants [I:1][C:2]1[CH:3]=[C:4]([NH2:9])[C:5]([NH2:8])=[CH:6][CH:7]=1.[F:10][C:11]1[CH:16]=[CH:15][CH:14]=[CH:13][C:12]=1[C:17]1[CH:22]=[CH:21][C:20]([CH:23]=O)=[CH:19][CH:18]=1.C[Si](Cl)(C)C.C([O-])([O-])=O.[Na+].[Na+], predict the reaction product. The product is: [F:10][C:11]1[CH:16]=[CH:15][CH:14]=[CH:13][C:12]=1[C:17]1[CH:18]=[CH:19][C:20]([C:23]2[NH:9][C:4]3[CH:3]=[C:2]([I:1])[CH:7]=[CH:6][C:5]=3[N:8]=2)=[CH:21][CH:22]=1.